Task: Predict which catalyst facilitates the given reaction.. Dataset: Catalyst prediction with 721,799 reactions and 888 catalyst types from USPTO (1) Reactant: [CH:1]1([C@@H:7]([NH:9][C:10]([C:12]2[C:21]3[C:16](=[CH:17][CH:18]=[C:19]([F:22])[CH:20]=3)[N:15]=[C:14]([C:23]3[CH:28]=[CH:27][CH:26]=[CH:25][CH:24]=3)[C:13]=2[CH2:29][N:30]2[CH2:35][CH2:34][N:33]([CH2:36][CH2:37][CH2:38][O:39]C3CCCCO3)[C:32](=[O:46])[CH2:31]2)=[O:11])[CH3:8])[CH2:6][CH2:5][CH2:4][CH2:3][CH2:2]1.Cl. Product: [CH:1]1([C@@H:7]([NH:9][C:10]([C:12]2[C:21]3[C:16](=[CH:17][CH:18]=[C:19]([F:22])[CH:20]=3)[N:15]=[C:14]([C:23]3[CH:24]=[CH:25][CH:26]=[CH:27][CH:28]=3)[C:13]=2[CH2:29][N:30]2[CH2:35][CH2:34][N:33]([CH2:36][CH2:37][CH2:38][OH:39])[C:32](=[O:46])[CH2:31]2)=[O:11])[CH3:8])[CH2:6][CH2:5][CH2:4][CH2:3][CH2:2]1. The catalyst class is: 116. (2) Reactant: [Br:1][C:2]1[CH:3]=[CH:4][CH:5]([NH:12]S(C2C=CC(C)=CC=2)(=O)=O)[N:6]([CH2:8][C:9]([NH2:11])=O)[CH:7]=1.[F:23][C:24]([F:35])([F:34])[C:25](O[C:25](=[O:26])[C:24]([F:35])([F:34])[F:23])=[O:26]. Product: [Br:1][C:2]1[CH:3]=[CH:4][C:5]2[N:6]([CH:8]=[C:9]([NH:11][C:25](=[O:26])[C:24]([F:35])([F:34])[F:23])[N:12]=2)[CH:7]=1. The catalyst class is: 26. (3) Product: [CH:1]1([C:6]([C:13]2[S:14][CH:15]=[CH:16][CH:17]=2)([CH3:12])[C:7]([O:9][CH2:10][CH3:11])=[O:8])[CH2:5][CH2:4][CH2:3][CH2:2]1. The catalyst class is: 7. Reactant: [CH:1]1([C:6]([C:13]2[S:14][C:15]([Si](C)(C)C)=[CH:16][CH:17]=2)([CH3:12])[C:7]([O:9][CH2:10][CH3:11])=[O:8])[CH2:5][CH2:4][CH2:3][CH2:2]1.[F-].C([N+](CCCC)(CCCC)CCCC)CCC.O. (4) Reactant: COC(=O)[CH:4]([N+:19]([O-])=O)[CH:5]1[C:14]2[C:9]3[C:10](=[CH:15][CH:16]=[CH:17][C:8]=3[C:7](=O)O1)[CH:11]=[CH:12][CH:13]=2.C(O)(=[O:25])C.[C:27]([O:30][CH2:31]C)(=[O:29])C. Product: [CH3:31][O:30][C:27]([C:17]1[CH2:16][C:15](=[O:25])[C:10]2[C:9]3[C:8]=1[CH:7]=[N:19][CH:4]=[CH:5][C:14]=3[CH:13]=[CH:12][CH:11]=2)=[O:29]. The catalyst class is: 447. (5) Reactant: [F:1][C:2]1[CH:3]=[C:4]([C@@H:9]2[C:14]([C:15]([OH:17])=O)=[C:13]([CH2:18][O:19][CH3:20])[NH:12][C:11](=[O:21])[NH:10]2)[CH:5]=[CH:6][C:7]=1[F:8].C(Cl)CCl.CN1CCOCC1.[N+:33]([C:36]1[CH:37]=[C:38]([C:42]2[CH2:43][CH2:44][N:45]([CH2:48][CH2:49][CH2:50][NH2:51])[CH2:46][CH:47]=2)[CH:39]=[CH:40][CH:41]=1)([O-:35])=[O:34]. Product: [F:1][C:2]1[CH:3]=[C:4]([C@@H:9]2[C:14]([C:15]([NH:51][CH2:50][CH2:49][CH2:48][N:45]3[CH2:44][CH:43]=[C:42]([C:38]4[CH:39]=[CH:40][CH:41]=[C:36]([N+:33]([O-:35])=[O:34])[CH:37]=4)[CH2:47][CH2:46]3)=[O:17])=[C:13]([CH2:18][O:19][CH3:20])[NH:12][C:11](=[O:21])[NH:10]2)[CH:5]=[CH:6][C:7]=1[F:8]. The catalyst class is: 4. (6) Reactant: C([O:3][C:4]([C:6]1[NH:7][C:8]([CH:19]=O)=[C:9]([CH2:12][CH2:13][C:14]([O:16]CC)=[O:15])[C:10]=1[CH3:11])=[O:5])C.[Br:21][C:22]1[CH:23]=[C:24]2[C:28](=[CH:29][CH:30]=1)[NH:27][C:26](=[O:31])[CH2:25]2.[OH-].[K+]. Product: [C:14]([CH2:13][CH2:12][C:9]1[C:10]([CH3:11])=[C:6]([C:4]([OH:3])=[O:5])[NH:7][C:8]=1[CH:19]=[C:25]1[C:24]2[C:28](=[CH:29][CH:30]=[C:22]([Br:21])[CH:23]=2)[NH:27][C:26]1=[O:31])([OH:16])=[O:15]. The catalyst class is: 495. (7) Reactant: [CH2:1]([NH:8][C:9]([NH2:11])=[O:10])[C:2]1[CH:7]=[CH:6][CH:5]=[CH:4][CH:3]=1.[C:12]([CH2:14][C:15](O)=[O:16])#[N:13].CC(OC(C)=O)=O. Product: [CH2:1]([N:8]1[C:12]([NH2:13])=[CH:14][C:15](=[O:16])[NH:11][C:9]1=[O:10])[C:2]1[CH:7]=[CH:6][CH:5]=[CH:4][CH:3]=1. The catalyst class is: 28. (8) Reactant: [CH2:1]([O:3][C:4]([C:6]1[CH:7]=[C:8]2[C:13](=[CH:14][CH:15]=1)[NH:12][CH:11]([C:16]1[CH:21]=[CH:20][CH:19]=[C:18]([C:22]([O:24]C)=[O:23])[CH:17]=1)[CH2:10][C:9]2([CH3:27])[CH3:26])=[O:5])[CH3:2].[OH-].[Li+].Cl. Product: [CH2:1]([O:3][C:4]([C:6]1[CH:7]=[C:8]2[C:13](=[CH:14][CH:15]=1)[NH:12][CH:11]([C:16]1[CH:21]=[CH:20][CH:19]=[C:18]([C:22]([OH:24])=[O:23])[CH:17]=1)[CH2:10][C:9]2([CH3:26])[CH3:27])=[O:5])[CH3:2]. The catalyst class is: 30. (9) Product: [CH:6]([C:5]1[CH:8]=[CH:9][C:2]([C:10]2[CH:15]=[CH:14][CH:13]=[CH:12][CH:11]=2)=[CH:3][CH:4]=1)=[O:7]. The catalyst class is: 1. Reactant: Cl[C:2]1[CH:9]=[CH:8][C:5]([CH:6]=[O:7])=[CH:4][CH:3]=1.[C:10]1(B(O)O)[CH:15]=[CH:14][CH:13]=[CH:12][CH:11]=1.[F-].[K+]. (10) Reactant: [CH:1]1([OH:5])[CH2:4][CH2:3][CH2:2]1.[H-].[Na+].[Cl:8][C:9]1[C:14]([C:15]([O:17][CH3:18])=[O:16])=[C:13](Cl)[N:12]=[CH:11][N:10]=1.O. Product: [Cl:8][C:9]1[C:14]([C:15]([O:17][CH3:18])=[O:16])=[C:13]([O:5][CH:1]2[CH2:4][CH2:3][CH2:2]2)[N:12]=[CH:11][N:10]=1. The catalyst class is: 56.